From a dataset of Full USPTO retrosynthesis dataset with 1.9M reactions from patents (1976-2016). Predict the reactants needed to synthesize the given product. (1) Given the product [N:6]1([CH2:5][C:4]([NH:13][NH2:14])=[O:11])[CH:10]=[CH:9][N:8]=[N:7]1, predict the reactants needed to synthesize it. The reactants are: C(O[C:4](=[O:11])[CH2:5][N:6]1[CH:10]=[CH:9][N:8]=[N:7]1)C.O.[NH2:13][NH2:14]. (2) Given the product [CH2:1]([O:3][CH2:4][CH2:5][C:6]1[N:7]=[CH:8][C:9]([NH2:12])=[N:10][CH:11]=1)[CH3:2], predict the reactants needed to synthesize it. The reactants are: [CH2:1]([O:3]/[CH:4]=[CH:5]/[C:6]1[N:7]=[CH:8][C:9]([NH2:12])=[N:10][CH:11]=1)[CH3:2]. (3) Given the product [CH3:1][S:2]([C:5]1[CH:6]=[C:7]2[C:11](=[CH:12][CH:13]=1)[NH:10][CH:9]=[CH:8]2)(=[O:4])=[O:3], predict the reactants needed to synthesize it. The reactants are: [CH3:1][S:2]([C:5]1[CH:6]=[C:7]2[C:11](=[CH:12][CH:13]=1)[NH:10][CH2:9][CH2:8]2)(=[O:4])=[O:3]. (4) Given the product [Br:1][C:2]1[CH:3]=[C:4]([Cl:13])[C:5]([C:8]2([CH2:11][NH:12][C:24](=[O:25])[C:23]3[C:22]([F:21])=[CH:30][CH:29]=[CH:28][C:27]=3[F:31])[CH2:9][CH2:10]2)=[N:6][CH:7]=1, predict the reactants needed to synthesize it. The reactants are: [Br:1][C:2]1[CH:3]=[C:4]([Cl:13])[C:5]([C:8]2([CH2:11][NH2:12])[CH2:10][CH2:9]2)=[N:6][CH:7]=1.C(N(CC)CC)C.[F:21][C:22]1[CH:30]=[CH:29][CH:28]=[C:27]([F:31])[C:23]=1[C:24](Cl)=[O:25].O.